This data is from Catalyst prediction with 721,799 reactions and 888 catalyst types from USPTO. The task is: Predict which catalyst facilitates the given reaction. (1) Reactant: [Cl:1][C:2]1[C:3]([O:12][CH2:13][CH:14]2[CH2:19][CH2:18][CH2:17][C:16]([F:21])([F:20])[CH2:15]2)=[CH:4][C:5]([F:11])=[C:6]([CH:10]=1)[C:7](O)=[O:8].[CH3:22][S:23]([NH2:26])(=[O:25])=[O:24].CN(C(ON1N=NC2C=CC=CC1=2)=[N+](C)C)C.F[P-](F)(F)(F)(F)F.CCN(C(C)C)C(C)C. Product: [Cl:1][C:2]1[C:3]([O:12][CH2:13][CH:14]2[CH2:19][CH2:18][CH2:17][C:16]([F:21])([F:20])[CH2:15]2)=[CH:4][C:5]([F:11])=[C:6]([CH:10]=1)[C:7]([NH:26][S:23]([CH3:22])(=[O:25])=[O:24])=[O:8]. The catalyst class is: 317. (2) Reactant: [NH2:1][C:2]1[S:3][C:4]2[CH2:10][CH:9]([N:11]3C(=O)C4=CC=CC=C4C3=O)[CH2:8][CH2:7][C:5]=2[N:6]=1.O.NN.C(N(CC)CC)C. Product: [NH2:1][C:2]1[S:3][C:4]2[CH2:10][CH:9]([NH2:11])[CH2:8][CH2:7][C:5]=2[N:6]=1. The catalyst class is: 32. (3) Reactant: Cl[C:2]1[N:7]=[C:6]([NH:8][C:9]2[CH:14]=[CH:13][C:12]([F:15])=[C:11]([Cl:16])[CH:10]=2)[N:5]=[C:4]([NH:17][CH:18]2[CH2:22][CH2:21][N:20]([S:23]([CH3:26])(=[O:25])=[O:24])[CH2:19]2)[N:3]=1.[F:27][C:28]([F:32])([F:31])[CH2:29][OH:30].C([O-])([O-])=O.[K+].[K+]. Product: [Cl:16][C:11]1[CH:10]=[C:9]([NH:8][C:6]2[N:5]=[C:4]([NH:17][CH:18]3[CH2:22][CH2:21][N:20]([S:23]([CH3:26])(=[O:25])=[O:24])[CH2:19]3)[N:3]=[C:2]([O:30][CH2:29][C:28]([F:32])([F:31])[F:27])[N:7]=2)[CH:14]=[CH:13][C:12]=1[F:15]. The catalyst class is: 6.